This data is from Merck oncology drug combination screen with 23,052 pairs across 39 cell lines. The task is: Regression. Given two drug SMILES strings and cell line genomic features, predict the synergy score measuring deviation from expected non-interaction effect. (1) Drug 1: CCC1=CC2CN(C1)Cc1c([nH]c3ccccc13)C(C(=O)OC)(c1cc3c(cc1OC)N(C)C1C(O)(C(=O)OC)C(OC(C)=O)C4(CC)C=CCN5CCC31C54)C2. Drug 2: COC1CC2CCC(C)C(O)(O2)C(=O)C(=O)N2CCCCC2C(=O)OC(C(C)CC2CCC(OP(C)(C)=O)C(OC)C2)CC(=O)C(C)C=C(C)C(O)C(OC)C(=O)C(C)CC(C)C=CC=CC=C1C. Cell line: A427. Synergy scores: synergy=-8.30. (2) Drug 1: CS(=O)(=O)CCNCc1ccc(-c2ccc3ncnc(Nc4ccc(OCc5cccc(F)c5)c(Cl)c4)c3c2)o1. Drug 2: O=C(NOCC(O)CO)c1ccc(F)c(F)c1Nc1ccc(I)cc1F. Cell line: RKO. Synergy scores: synergy=30.0. (3) Drug 1: N#Cc1ccc(Cn2cncc2CN2CCN(c3cccc(Cl)c3)C(=O)C2)cc1. Drug 2: CC(C)CC(NC(=O)C(Cc1ccccc1)NC(=O)c1cnccn1)B(O)O. Cell line: NCIH2122. Synergy scores: synergy=-11.0. (4) Drug 1: Cn1nnc2c(C(N)=O)ncn2c1=O. Drug 2: Cn1cc(-c2cnn3c(N)c(Br)c(C4CCCNC4)nc23)cn1. Cell line: UWB1289. Synergy scores: synergy=-9.87. (5) Drug 1: O=S1(=O)NC2(CN1CC(F)(F)F)C1CCC2Cc2cc(C=CCN3CCC(C(F)(F)F)CC3)ccc2C1. Drug 2: CNC(=O)c1cc(Oc2ccc(NC(=O)Nc3ccc(Cl)c(C(F)(F)F)c3)cc2)ccn1. Cell line: A2058. Synergy scores: synergy=14.2.